From a dataset of Catalyst prediction with 721,799 reactions and 888 catalyst types from USPTO. Predict which catalyst facilitates the given reaction. (1) Reactant: C(=O)([O-])[O-].[Cs+].[Cs+].[CH2:7]([O:9][C:10]([C:12]1[S:30][C:15]2[N:16]=[C:17]([NH2:29])[N:18]=[C:19]([C:20]3[CH:25]=[C:24]([OH:26])[C:23]([Cl:27])=[CH:22][C:21]=3[Cl:28])[C:14]=2[CH:13]=1)=[O:11])[CH3:8].ClCCl.Br.Br[CH2:36][CH2:37][N:38]([CH2:41][CH3:42])[CH2:39][CH3:40]. Product: [CH2:7]([O:9][C:10]([C:12]1[S:30][C:15]2[N:16]=[C:17]([NH2:29])[N:18]=[C:19]([C:20]3[CH:25]=[C:24]([O:26][CH2:36][CH2:37][N:38]([CH2:41][CH3:42])[CH2:39][CH3:40])[C:23]([Cl:27])=[CH:22][C:21]=3[Cl:28])[C:14]=2[CH:13]=1)=[O:11])[CH3:8]. The catalyst class is: 3. (2) Reactant: CN([CH:4]=[O:5])C.P(Cl)(Cl)(Cl)=O.[S:11]1[CH:15]=[CH:14][N:13]2[CH:16]=[N:17][CH:18]=[C:12]12.[OH-].[Na+]. Product: [CH:4]([C:18]1[N:17]=[CH:16][N:13]2[CH:14]=[CH:15][S:11][C:12]=12)=[O:5]. The catalyst class is: 4. (3) Reactant: C(O)(C(F)(F)F)=O.[Cl:8][C:9]1[CH:10]=[CH:11][C:12]([S:41]([CH2:44][CH3:45])(=[O:43])=[O:42])=[C:13]([CH:40]=1)[NH:14][NH:15][C:16]([C:18]1[CH:37]=[CH:36][C:21]([NH:22][CH:23]2[CH2:28][CH2:27][N:26](C(OC(C)(C)C)=O)[CH2:25][CH2:24]2)=[C:20]([O:38][CH3:39])[CH:19]=1)=[O:17]. Product: [ClH:8].[Cl:8][C:9]1[CH:10]=[CH:11][C:12]([S:41]([CH2:44][CH3:45])(=[O:42])=[O:43])=[C:13]([NH:14][NH:15][C:16](=[O:17])[C:18]2[CH:37]=[CH:36][C:21]([NH:22][CH:23]3[CH2:28][CH2:27][NH:26][CH2:25][CH2:24]3)=[C:20]([O:38][CH3:39])[CH:19]=2)[CH:40]=1. The catalyst class is: 2. (4) Reactant: ClC(OC(Cl)C)=O.C(N(CC)CC)C.C([N:22]1[CH2:26][CH2:25][C:24]([C:34]2[CH:39]=[CH:38][C:37]([NH:40][C:41](=[O:43])[CH3:42])=[CH:36][CH:35]=2)([CH2:27][C:28]2[CH:33]=[CH:32][CH:31]=[CH:30][CH:29]=2)[CH2:23]1)C1C=CC=CC=1. Product: [CH2:27]([C:24]1([C:34]2[CH:35]=[CH:36][C:37]([NH:40][C:41](=[O:43])[CH3:42])=[CH:38][CH:39]=2)[CH2:25][CH2:26][NH:22][CH2:23]1)[C:28]1[CH:33]=[CH:32][CH:31]=[CH:30][CH:29]=1. The catalyst class is: 26. (5) Reactant: [CH3:1][CH:2]([C:4]1[S:8][CH:7]=[C:6]([CH2:9][N:10]([C:12]([NH:14][C@H:15]([C:24]([NH:26][C@@H:27]([CH2:48][C:49]2[CH:50]=[CH:51][CH:52]=[CH:53][CH:54]=2)[CH2:28][CH2:29][C@@H:30]([NH:38][C:39]([O:41][CH2:42][C:43]2[S:47][CH:46]=[N:45][CH:44]=2)=[O:40])[CH2:31][C:32]2[CH:33]=[CH:34][CH:35]=[CH:36][CH:37]=2)=[O:25])[CH2:16][CH2:17][N:18]2[CH2:23][CH2:22][O:21][CH2:20][CH2:19]2)=[O:13])[CH3:11])[N:5]=1)[CH3:3].[N+:55]([O-:58])([OH:57])=[O:56]. Product: [CH3:3][CH:2]([C:4]1[S:8][CH:7]=[C:6]([CH2:9][N:10]([C:12]([NH:14][C@H:15]([C:24]([NH:26][C@@H:27]([CH2:48][C:49]2[CH:54]=[CH:53][CH:52]=[CH:51][CH:50]=2)[CH2:28][CH2:29][C@@H:30]([NH:38][C:39]([O:41][CH2:42][C:43]2[S:47][CH:46]=[N:45][CH:44]=2)=[O:40])[CH2:31][C:32]2[CH:33]=[CH:34][CH:35]=[CH:36][CH:37]=2)=[O:25])[CH2:16][CH2:17][N:18]2[CH2:23][CH2:22][O:21][CH2:20][CH2:19]2)=[O:13])[CH3:11])[N:5]=1)[CH3:1].[N+:55]([O-:58])([O-:57])=[O:56]. The catalyst class is: 41.